Dataset: Peptide-MHC class I binding affinity with 185,985 pairs from IEDB/IMGT. Task: Regression. Given a peptide amino acid sequence and an MHC pseudo amino acid sequence, predict their binding affinity value. This is MHC class I binding data. The peptide sequence is FATTPVCEY. The MHC is HLA-A26:01 with pseudo-sequence HLA-A26:01. The binding affinity (normalized) is 0.0847.